This data is from Catalyst prediction with 721,799 reactions and 888 catalyst types from USPTO. The task is: Predict which catalyst facilitates the given reaction. (1) Reactant: Cl[C:2]1[C:7]([N+:8]([O-:10])=[O:9])=[CH:6][CH:5]=[C:4]([Cl:11])[N:3]=1.Cl.[CH3:13][C:14]([N+:19]([O-:21])=[O:20])([CH3:18])[CH2:15][CH2:16][NH2:17].C(N(CC)CC)C. Product: [Cl:11][C:4]1[N:3]=[C:2]([NH:17][CH2:16][CH2:15][C:14]([CH3:18])([N+:19]([O-:21])=[O:20])[CH3:13])[C:7]([N+:8]([O-:10])=[O:9])=[CH:6][CH:5]=1. The catalyst class is: 4. (2) Reactant: [N+:1]([C:4]1[CH:9]=[CH:8][CH:7]=[CH:6][C:5]=1[C:10]1[S:11][CH:12]=[C:13]([CH2:15][C:16](OCC)=[O:17])[N:14]=1)([O-:3])=[O:2].[H-].C([Al+]CC(C)C)C(C)C.CO.C(C(C(C([O-])=O)O)O)([O-])=O.[Na+].[K+]. Product: [N+:1]([C:4]1[CH:9]=[CH:8][CH:7]=[CH:6][C:5]=1[C:10]1[S:11][CH:12]=[C:13]([CH2:15][CH:16]=[O:17])[N:14]=1)([O-:3])=[O:2]. The catalyst class is: 426.